This data is from Peptide-MHC class I binding affinity with 185,985 pairs from IEDB/IMGT. The task is: Regression. Given a peptide amino acid sequence and an MHC pseudo amino acid sequence, predict their binding affinity value. This is MHC class I binding data. The binding affinity (normalized) is 0.0847. The peptide sequence is KEGKLQCRI. The MHC is HLA-B57:01 with pseudo-sequence HLA-B57:01.